From a dataset of Peptide-MHC class II binding affinity with 134,281 pairs from IEDB. Regression. Given a peptide amino acid sequence and an MHC pseudo amino acid sequence, predict their binding affinity value. This is MHC class II binding data. (1) The peptide sequence is KYMVIQGEPGRVIRG. The MHC is DRB1_1302 with pseudo-sequence DRB1_1302. The binding affinity (normalized) is 0.766. (2) The peptide sequence is CKSMGSKCVRDGKGG. The MHC is DRB1_0101 with pseudo-sequence DRB1_0101. The binding affinity (normalized) is 0.850. (3) The peptide sequence is HPQQFIYAGSLSALL. The MHC is DRB3_0202 with pseudo-sequence DRB3_0202. The binding affinity (normalized) is 0.382. (4) The peptide sequence is LLTSGMVIFFMSPKGK. The MHC is HLA-DQA10303-DQB10402 with pseudo-sequence HLA-DQA10303-DQB10402. The binding affinity (normalized) is 0.456. (5) The peptide sequence is NIVNMLHGVRDGLVR. The MHC is HLA-DQA10501-DQB10201 with pseudo-sequence HLA-DQA10501-DQB10201. The binding affinity (normalized) is 0.393.